This data is from Full USPTO retrosynthesis dataset with 1.9M reactions from patents (1976-2016). The task is: Predict the reactants needed to synthesize the given product. (1) Given the product [CH:18]12[CH2:26][CH:22]3[CH2:21][CH:20]([CH2:25][CH:24]([CH2:23]3)[CH:17]1[O:16][C:14]([N:11]1[CH2:10][CH2:9][C:8]3([CH2:27][CH2:28][CH:5]([CH2:4][C:3]([OH:29])=[O:2])[CH2:6][CH2:7]3)[CH2:13][CH2:12]1)=[O:15])[CH2:19]2, predict the reactants needed to synthesize it. The reactants are: C[O:2][C:3](=[O:29])[CH2:4][CH:5]1[CH2:28][CH2:27][C:8]2([CH2:13][CH2:12][N:11]([C:14]([O:16][CH:17]3[CH:24]4[CH2:25][CH:20]5[CH2:21][CH:22]([CH2:26][CH:18]3[CH2:19]5)[CH2:23]4)=[O:15])[CH2:10][CH2:9]2)[CH2:7][CH2:6]1.O.O[Li].O.C(O)(C(F)(F)F)=O. (2) Given the product [Si:17]([O:24][CH2:25][CH2:26][C@@H:27]([NH:28][S:30]([C:33]1[CH:38]=[CH:37][C:36]([F:39])=[CH:35][CH:34]=1)(=[O:32])=[O:31])[CH2:29][N:1]1[C:5]2=[N:6][CH:7]=[CH:8][CH:9]=[C:4]2[C:3]([CH2:10][C:11]([O:13][CH3:14])=[O:12])=[CH:2]1)([C:20]([CH3:23])([CH3:21])[CH3:22])([CH3:19])[CH3:18], predict the reactants needed to synthesize it. The reactants are: [NH:1]1[C:5]2=[N:6][CH:7]=[CH:8][CH:9]=[C:4]2[C:3]([CH2:10][C:11]([O:13][CH3:14])=[O:12])=[CH:2]1.[H-].[Na+].[Si:17]([O:24][CH2:25][CH2:26][C@@H:27]1[CH2:29][N:28]1[S:30]([C:33]1[CH:38]=[CH:37][C:36]([F:39])=[CH:35][CH:34]=1)(=[O:32])=[O:31])([C:20]([CH3:23])([CH3:22])[CH3:21])([CH3:19])[CH3:18].[Cl-].[NH4+]. (3) The reactants are: [H-].[Na+].[C:3]1([CH:9]([OH:11])[CH3:10])[CH:8]=[CH:7][CH:6]=[CH:5][CH:4]=1.[I:12][C:13]1[N:14]=[N:15][C:16](I)=[CH:17][CH:18]=1.O. Given the product [I:12][C:13]1[N:14]=[N:15][C:16]([O:11][CH:9]([C:3]2[CH:8]=[CH:7][CH:6]=[CH:5][CH:4]=2)[CH3:10])=[CH:17][CH:18]=1, predict the reactants needed to synthesize it. (4) Given the product [F:19][C:18]([F:20])([F:21])[CH:17]([C:14]1[CH:15]=[CH:16][C:11]([C:4]2[CH:5]=[CH:6][CH:7]=[C:2]([F:1])[CH:3]=2)=[CH:12][CH:13]=1)[OH:22], predict the reactants needed to synthesize it. The reactants are: [F:1][C:2]1[CH:3]=[C:4]([Mg]Br)[CH:5]=[CH:6][CH:7]=1.Br[C:11]1[CH:16]=[CH:15][C:14]([CH:17]([OH:22])[C:18]([F:21])([F:20])[F:19])=[CH:13][CH:12]=1.C(O)(C(F)(F)F)=O. (5) Given the product [C:12]([O:10][C:9](=[O:11])[CH2:8][C:5]1[CH:4]=[CH:3][C:2]([OH:1])=[CH:7][CH:6]=1)([CH3:15])([CH3:14])[CH3:13], predict the reactants needed to synthesize it. The reactants are: [OH:1][C:2]1[CH:7]=[CH:6][C:5]([CH2:8][C:9]([OH:11])=[O:10])=[CH:4][CH:3]=1.[C:12](OC(O[C:12]([CH3:15])([CH3:14])[CH3:13])N(C)C)([CH3:15])([CH3:14])[CH3:13].C(OCC)(=O)C. (6) Given the product [CH3:1][O:2][C:3]1[CH:4]=[CH:5][C:6]([CH2:7][N:8]2[C:12]3=[N:13][CH:14]=[C:15]([C:42]4[CH:29]=[CH:30][CH:31]=[C:32]([CH2:33][N:34]5[CH2:39][CH2:38][N:37]([CH3:40])[CH2:36][CH2:35]5)[CH:41]=4)[CH:16]=[C:11]3[CH:10]=[CH:9]2)=[CH:26][CH:27]=1, predict the reactants needed to synthesize it. The reactants are: [CH3:1][O:2][C:3]1[CH:27]=[CH:26][C:6]([CH2:7][N:8]2[C:12]3=[N:13][CH:14]=[C:15](B4OC(C)(C)C(C)(C)O4)[CH:16]=[C:11]3[CH:10]=[CH:9]2)=[CH:5][CH:4]=1.Br[C:29]1[CH:42]=[CH:41][C:32]([CH2:33][N:34]2[CH2:39][CH2:38][N:37]([CH3:40])[CH2:36][CH2:35]2)=[CH:31][CH:30]=1.C([O-])([O-])=O.[Cs+].[Cs+].